This data is from Full USPTO retrosynthesis dataset with 1.9M reactions from patents (1976-2016). The task is: Predict the reactants needed to synthesize the given product. (1) Given the product [Cl:1][C:2]1[CH:7]=[CH:6][C:5]([CH2:8][Cl:14])=[C:4]([O:10][CH3:11])[CH:3]=1, predict the reactants needed to synthesize it. The reactants are: [Cl:1][C:2]1[CH:7]=[CH:6][C:5]([CH2:8]O)=[C:4]([O:10][CH3:11])[CH:3]=1.S(Cl)([Cl:14])=O. (2) Given the product [Cl:1][C:2]1[CH:3]=[C:4]2[C:9](=[CH:10][C:11]=1[C:12]([NH:65][CH2:64][C:63]1[CH:66]=[CH:67][CH:68]=[C:61]([Cl:60])[CH:62]=1)=[O:14])[NH:8][C:7](=[S:15])[N:6]([C:16]1[N:21]=[C:20]([O:22][CH3:23])[C:19]([O:24][CH3:25])=[CH:18][N:17]=1)[C:5]2=[O:26], predict the reactants needed to synthesize it. The reactants are: [Cl:1][C:2]1[CH:3]=[C:4]2[C:9](=[CH:10][C:11]=1[C:12]([OH:14])=O)[NH:8][C:7](=[S:15])[N:6]([C:16]1[N:21]=[C:20]([O:22][CH3:23])[C:19]([O:24][CH3:25])=[CH:18][N:17]=1)[C:5]2=[O:26].CCN(C(C)C)C(C)C.CN(C(ON1N=NC2C=CC=NC1=2)=[N+](C)C)C.F[P-](F)(F)(F)(F)F.[Cl:60][C:61]1[CH:62]=[C:63]([CH:66]=[CH:67][CH:68]=1)[CH2:64][NH2:65]. (3) Given the product [CH3:8][S:9]([NH:13][CH2:14][C:15]1[N:16]=[CH:17][N:18]2[CH:22]=[CH:21][S:20][C:19]=12)(=[O:11])=[O:10], predict the reactants needed to synthesize it. The reactants are: C(N(CC)CC)C.[CH3:8][S:9](Cl)(=[O:11])=[O:10].[NH2:13][CH2:14][C:15]1[N:16]=[CH:17][N:18]2[CH:22]=[CH:21][S:20][C:19]=12. (4) Given the product [Cl:1][C:2]1[CH:7]=[CH:6][C:5]([CH2:8][N:9]2[CH2:14][CH2:13][N:12]([C:28]([O:29][N:30]3[C:34](=[O:35])[CH2:33][CH2:32][C:31]3=[O:36])=[O:37])[CH2:11][CH2:10]2)=[C:4]([N:15]2[CH2:20][CH2:19][CH:18]([C:21]([N:23]3[CH2:27][CH2:26][CH2:25][CH2:24]3)=[O:22])[CH2:17][CH2:16]2)[CH:3]=1, predict the reactants needed to synthesize it. The reactants are: [Cl:1][C:2]1[CH:7]=[CH:6][C:5]([CH2:8][N:9]2[CH2:14][CH2:13][NH:12][CH2:11][CH2:10]2)=[C:4]([N:15]2[CH2:20][CH2:19][CH:18]([C:21]([N:23]3[CH2:27][CH2:26][CH2:25][CH2:24]3)=[O:22])[CH2:17][CH2:16]2)[CH:3]=1.[C:28](=O)([O:37]N1C(=O)CCC1=O)[O:29][N:30]1[C:34](=[O:35])[CH2:33][CH2:32][C:31]1=[O:36].ClCCl.C(N(CC)C(C)C)(C)C. (5) Given the product [Br:1][C:2]1[CH:3]=[C:4]([OH:10])[CH:6]=[CH:7][C:8]=1[CH3:9], predict the reactants needed to synthesize it. The reactants are: [Br:1][C:2]1[CH:3]=[C:4]([CH:6]=[CH:7][C:8]=1[CH3:9])N.[OH:10]S(O)(=O)=O.N([O-])=O.[Na+]. (6) Given the product [C:1]([NH:8][C@@H:9]1[CH2:13][CH2:12][C@H:11]([C:14]([NH:16][C:17]2[CH:22]=[C:21]([C:23]3[CH:28]=[CH:27][C:26]([F:29])=[CH:25][C:24]=3[O:30][CH3:31])[CH:32]=[CH:19][N:18]=2)=[O:15])[CH2:10]1)(=[O:3])[CH3:2], predict the reactants needed to synthesize it. The reactants are: [C:1](OC(=O)C)(=[O:3])[CH3:2].[NH2:8][C@@H:9]1[CH2:13][CH2:12][C@H:11]([C:14]([NH:16][C:17]2[CH:22]=[C:21]([C:23]3[CH:28]=[CH:27][C:26]([F:29])=[CH:25][C:24]=3[O:30][CH3:31])N=[CH:19][N:18]=2)=[O:15])[CH2:10]1.[CH3:32]C(O)=O.O. (7) The reactants are: C(OC([NH:8][CH:9]([O:30][C:31](=[S:47])[CH2:32][CH2:33][CH2:34][CH2:35][CH2:36][CH2:37][CH2:38][CH2:39][CH2:40][CH2:41][CH2:42][CH2:43][CH2:44][CH2:45][CH3:46])[CH2:10][CH2:11][S:12][C:13](=[S:29])[CH2:14][CH2:15][CH2:16][CH2:17][CH2:18][CH2:19][CH2:20][CH2:21][CH2:22][CH2:23][CH2:24][CH2:25][CH2:26][CH2:27][CH3:28])=O)(C)(C)C.[ClH:48]. Given the product [ClH:48].[NH2:8][CH:9]([O:30][C:31](=[S:47])[CH2:32][CH2:33][CH2:34][CH2:35][CH2:36][CH2:37][CH2:38][CH2:39][CH2:40][CH2:41][CH2:42][CH2:43][CH2:44][CH2:45][CH3:46])[CH2:10][CH2:11][S:12][C:13](=[S:29])[CH2:14][CH2:15][CH2:16][CH2:17][CH2:18][CH2:19][CH2:20][CH2:21][CH2:22][CH2:23][CH2:24][CH2:25][CH2:26][CH2:27][CH3:28], predict the reactants needed to synthesize it. (8) Given the product [CH2:1]([C:5](=[CH2:9])[C:6]([OH:8])=[O:7])[CH2:2][CH2:3][CH3:4], predict the reactants needed to synthesize it. The reactants are: [CH2:1]([CH:5]([C:9](O)=O)[C:6]([OH:8])=[O:7])[CH2:2][CH2:3][CH3:4].N1CCCCC1.C=O.